Predict the reactants needed to synthesize the given product. From a dataset of Full USPTO retrosynthesis dataset with 1.9M reactions from patents (1976-2016). (1) Given the product [C:1]([O:5][C:6](=[O:7])[NH:8][CH:9]([CH:13]1[CH2:18][CH2:17][CH2:16][CH2:15][CH2:14]1)[C:10]([N:56]1[CH2:53][CH2:55][CH2:61][C@H:59]1[C:60]1[N:51]=[N:50][N:49]([CH2:47][C:28]2[CH:29]=[CH:30][CH:31]=[CH:32][CH:33]=2)[N:65]=1)=[O:12])([CH3:2])([CH3:3])[CH3:4], predict the reactants needed to synthesize it. The reactants are: [C:1]([O:5][C:6]([NH:8][C@@H:9]([CH:13]1[CH2:18][CH2:17][CH2:16][CH2:15][CH2:14]1)[C:10]([OH:12])=O)=[O:7])([CH3:4])([CH3:3])[CH3:2].CN(C(ON1N=N[C:29]2[CH:30]=[CH:31][CH:32]=[CH:33][C:28]1=2)=[N+](C)C)C.F[P-](F)(F)(F)(F)F.C1C=CC2[N:51](O)[N:50]=[N:49][C:47]=2C=1.[CH:53]([N:56]([CH:59]([CH3:61])[CH3:60])CC)([CH3:55])C.CC([N:65](C)C)=O. (2) Given the product [NH:42]1[C:46]2=[N:47][CH:48]=[CH:49][C:50]([CH2:51][NH:52][C:34]3[N:35]=[CH:36][CH:37]=[CH:38][C:33]=3[C:31]([NH:30][C:27]3[CH:26]=[CH:25][C:24]([C:15]([O:14][CH2:13][C@@H:9]4[CH2:10][CH2:11][CH2:12][NH:8]4)([C:16]([F:19])([F:17])[F:18])[C:20]([F:21])([F:22])[F:23])=[CH:29][CH:28]=3)=[O:32])=[C:45]2[CH:44]=[CH:43]1, predict the reactants needed to synthesize it. The reactants are: C(OC([N:8]1[CH2:12][CH2:11][CH2:10][C@H:9]1[CH2:13][O:14][C:15]([C:24]1[CH:29]=[CH:28][C:27]([NH:30][C:31]([C:33]2[C:34](F)=[N:35][CH:36]=[CH:37][CH:38]=2)=[O:32])=[CH:26][CH:25]=1)([C:20]([F:23])([F:22])[F:21])[C:16]([F:19])([F:18])[F:17])=O)(C)(C)C.Cl.Cl.[NH:42]1[C:46]2=[N:47][CH:48]=[CH:49][C:50]([CH2:51][NH2:52])=[C:45]2[CH:44]=[CH:43]1.